Dataset: Forward reaction prediction with 1.9M reactions from USPTO patents (1976-2016). Task: Predict the product of the given reaction. (1) Given the reactants [Cl:1][C:2]1[C:9]([OH:10])=[CH:8][CH:7]=[C:6]([Cl:11])[C:3]=1[CH:4]=[O:5].[C:12](=O)([O-])[O-].[K+].[K+].C(=O)([O-])[O-].[Cs+].[Cs+].IC, predict the reaction product. The product is: [Cl:1][C:2]1[C:9]([O:10][CH3:12])=[CH:8][CH:7]=[C:6]([Cl:11])[C:3]=1[CH:4]=[O:5]. (2) The product is: [Br:16][C:17]1[CH:21]=[CH:20][O:19][C:18]=1[CH2:22][O:1][Si:9]([C:12]([CH3:15])([CH3:14])[CH3:13])([CH3:11])[CH3:10]. Given the reactants [O:1]([Si:9]([C:12]([CH3:15])([CH3:14])[CH3:13])([CH3:11])[CH3:10])S(C(F)(F)F)(=O)=O.[Br:16][C:17]1[CH:21]=[CH:20][O:19][C:18]=1[CH2:22]O.N1C=CC=CC=1, predict the reaction product. (3) Given the reactants [CH2:1]([O:4][C:5]1([CH3:38])[CH2:10][CH2:9][N:8]([C:11]2[C:12]3[N:13]([N:28]=[C:29]([C:31]4[CH:36]=[CH:35][CH:34]=[C:33](Br)[CH:32]=4)[CH:30]=3)[CH:14]=[C:15]([CH3:27])[C:16]=2[C@H:17]([O:22][C:23]([CH3:26])([CH3:25])[CH3:24])[C:18]([O:20][CH3:21])=[O:19])[CH2:7][CH2:6]1)[CH:2]=[CH2:3].[OH:39][C:40]1[CH:45]=[CH:44][C:43]([CH3:46])=[CH:42][C:41]=1B(O)O.C([O-])([O-])=O.[Na+].[Na+], predict the reaction product. The product is: [CH2:1]([O:4][C:5]1([CH3:38])[CH2:10][CH2:9][N:8]([C:11]2[C:12]3[N:13]([N:28]=[C:29]([C:31]4[CH:32]=[C:33]([C:41]5[CH:42]=[C:43]([CH3:46])[CH:44]=[CH:45][C:40]=5[OH:39])[CH:34]=[CH:35][CH:36]=4)[CH:30]=3)[CH:14]=[C:15]([CH3:27])[C:16]=2[C@H:17]([O:22][C:23]([CH3:26])([CH3:25])[CH3:24])[C:18]([O:20][CH3:21])=[O:19])[CH2:7][CH2:6]1)[CH:2]=[CH2:3]. (4) Given the reactants [C:1]([NH:11][CH2:12][C:13]1[CH:21]=[CH:20][C:16]([C:17]([OH:19])=O)=[CH:15][CH:14]=1)(=[O:10])[CH:2]=[CH:3][C:4]1[CH:9]=[CH:8][CH:7]=[CH:6][CH:5]=1.[F:22][C:23]1[CH:28]=[CH:27][C:26]([NH2:29])=[C:25]([NH2:30])[CH:24]=1.FC(F)(F)C(O)=O, predict the reaction product. The product is: [NH2:30][C:25]1[CH:24]=[C:23]([F:22])[CH:28]=[CH:27][C:26]=1[NH:29][C:17](=[O:19])[C:16]1[CH:15]=[CH:14][C:13]([CH2:12][NH:11][C:1](=[O:10])[CH:2]=[CH:3][C:4]2[CH:5]=[CH:6][CH:7]=[CH:8][CH:9]=2)=[CH:21][CH:20]=1.